Dataset: Reaction yield outcomes from USPTO patents with 853,638 reactions. Task: Predict the reaction yield, written as a fraction of the theoretical maximum amount of product (1.0 means a 100% yield; for example, 0.34 means a 34% yield). The reactants are [Al+3].[Cl-].[Cl-].[Cl-].[CH3:5][O:6][C:7](=[O:11])[C:8](Cl)=[O:9].[C:12]1([O:22][CH2:23][CH2:24][N:25]2[CH2:30][CH2:29][O:28][CH2:27][CH2:26]2)[C:21]2[C:16](=[CH:17][CH:18]=[CH:19][CH:20]=2)[CH:15]=[CH:14][CH:13]=1. The catalyst is C(Cl)Cl. The product is [CH3:5][O:6][C:7](=[O:11])[C:8]([C:15]1[C:16]2[C:21](=[CH:20][CH:19]=[CH:18][CH:17]=2)[C:12]([O:22][CH2:23][CH2:24][N:25]2[CH2:30][CH2:29][O:28][CH2:27][CH2:26]2)=[CH:13][CH:14]=1)=[O:9]. The yield is 0.970.